From a dataset of Full USPTO retrosynthesis dataset with 1.9M reactions from patents (1976-2016). Predict the reactants needed to synthesize the given product. (1) Given the product [CH3:13][C:11]1[N:10]=[C:9]([CH2:14][CH2:15][C:16]([F:19])([F:18])[F:17])[N:8]([C:6]2[C:5]([N+:20]([O-:22])=[O:21])=[CH:4][CH:3]=[C:2]([O:28][CH2:27][C:26]([F:30])([F:29])[F:25])[N:7]=2)[CH:12]=1, predict the reactants needed to synthesize it. The reactants are: Cl[C:2]1[N:7]=[C:6]([N:8]2[CH:12]=[C:11]([CH3:13])[N:10]=[C:9]2[CH2:14][CH2:15][C:16]([F:19])([F:18])[F:17])[C:5]([N+:20]([O-:22])=[O:21])=[CH:4][CH:3]=1.[OH-].[K+].[F:25][C:26]([F:30])([F:29])[CH2:27][OH:28]. (2) Given the product [N:2]([CH2:5][CH2:6][C@H:7]([NH:15][C:17]1[N:22]=[C:21]([N:23]([CH3:36])[C:24]2[CH:29]=[CH:28][N:27]=[C:26]([C:30]3[CH:35]=[CH:34][CH:33]=[CH:32][CH:31]=3)[N:25]=2)[CH:20]=[CH:19][N:18]=1)[CH2:8][C:9]1[CH:14]=[CH:13][CH:12]=[CH:11][CH:10]=1)=[N+:3]=[N-:4], predict the reactants needed to synthesize it. The reactants are: Cl.[N:2]([CH2:5][CH2:6][C@H:7]([NH2:15])[CH2:8][C:9]1[CH:14]=[CH:13][CH:12]=[CH:11][CH:10]=1)=[N+:3]=[N-:4].F[C:17]1[N:22]=[C:21]([N:23]([CH3:36])[C:24]2[CH:29]=[CH:28][N:27]=[C:26]([C:30]3[CH:35]=[CH:34][CH:33]=[CH:32][CH:31]=3)[N:25]=2)[CH:20]=[CH:19][N:18]=1. (3) Given the product [CH3:1][O:2][C:3](=[O:39])[CH2:4][CH2:5][C:6]1[CH:11]=[CH:10][C:9]([O:12][CH:13]([C:15]2[O:19][C:18]([C:20]3[CH:21]=[CH:22][C:23]([OH:42])=[CH:24][CH:25]=3)=[N:17][C:16]=2[CH:35]([CH3:37])[CH3:36])[CH3:14])=[CH:8][C:7]=1[CH3:38], predict the reactants needed to synthesize it. The reactants are: [CH3:1][O:2][C:3](=[O:39])[CH2:4][CH2:5][C:6]1[CH:11]=[CH:10][C:9]([O:12][CH:13]([C:15]2[O:19][C:18]([C:20]3[CH:25]=[CH:24][C:23](B4OC(C)(C)C(C)(C)O4)=[CH:22][CH:21]=3)=[N:17][C:16]=2[CH:35]([CH3:37])[CH3:36])[CH3:14])=[CH:8][C:7]=1[CH3:38].CC(O)=[O:42].OO.[O-]S([O-])(=S)=O.[Na+].[Na+]. (4) Given the product [Si:14]([O:1][C:2]1[C:11]2[C:6](=[CH:7][CH:8]=[CH:9][CH:10]=2)[C:5]([CH:12]=[O:13])=[CH:4][CH:3]=1)([C:17]([CH3:20])([CH3:19])[CH3:18])([CH3:16])[CH3:15], predict the reactants needed to synthesize it. The reactants are: [OH:1][C:2]1[C:11]2[C:6](=[CH:7][CH:8]=[CH:9][CH:10]=2)[C:5]([CH:12]=[O:13])=[CH:4][CH:3]=1.[Si:14](Cl)([C:17]([CH3:20])([CH3:19])[CH3:18])([CH3:16])[CH3:15].N1C=CN=C1. (5) Given the product [F:20][C:14]1[CH:15]=[CH:16][C:17]([F:19])=[CH:18][C:13]=1[CH2:12][NH:11][C:8]1[CH:9]=[CH:10][C:5]2[N:6]([C:2]([C:27]3[CH:28]=[CH:29][C:24]([C:21]([OH:23])=[O:22])=[CH:25][CH:26]=3)=[CH:3][N:4]=2)[N:7]=1, predict the reactants needed to synthesize it. The reactants are: Br[C:2]1[N:6]2[N:7]=[C:8]([NH:11][CH2:12][C:13]3[CH:18]=[C:17]([F:19])[CH:16]=[CH:15][C:14]=3[F:20])[CH:9]=[CH:10][C:5]2=[N:4][CH:3]=1.[C:21]([C:24]1[CH:29]=[CH:28][C:27](B(O)O)=[CH:26][CH:25]=1)([OH:23])=[O:22].C([O-])([O-])=O.[K+].[K+]. (6) Given the product [CH3:21][C:22]([OH:25])([CH3:24])[CH2:23][N:2]1[CH:3]=[C:4]([B:6]2[O:7][C:8]([CH3:9])([CH3:10])[C:11]([CH3:13])([CH3:12])[O:14]2)[CH:5]=[N:1]1, predict the reactants needed to synthesize it. The reactants are: [NH:1]1[CH:5]=[C:4]([B:6]2[O:14][C:11]([CH3:13])([CH3:12])[C:8]([CH3:10])([CH3:9])[O:7]2)[CH:3]=[N:2]1.C([O-])([O-])=O.[Cs+].[Cs+].[CH3:21][C:22]1([O:25][CH2:24]1)[CH3:23]. (7) Given the product [OH:17][C@H:9]1[C@@H:10]([OH:16])[C@H:11]([OH:12])[C@@H:6]([CH2:5][OH:4])[O:7][C@@H:8]1[C:18]1[CH:19]=[CH:20][C:21]([O:24][C:33]2[CH:34]=[C:29]([CH:30]=[CH:31][CH:32]=2)[C:27]([O:26][CH3:25])=[O:28])=[CH:22][CH:23]=1, predict the reactants needed to synthesize it. The reactants are: C([O:4][CH2:5][C@@H:6]1[C@@H:11]([O:12]C(=O)C)[C@H:10]([OH:16])[C@H:9]([OH:17])[C@@H:8]([C:18]2[CH:23]=[CH:22][C:21]([OH:24])=[CH:20][CH:19]=2)[O:7]1)(=O)C.[CH3:25][O:26][C:27]([C:29]1[CH:30]=[C:31](B(O)O)[CH:32]=[CH:33][CH:34]=1)=[O:28].N1C(C)=CC=CC=1C.C[O-].[Na+].